From a dataset of Reaction yield outcomes from USPTO patents with 853,638 reactions. Predict the reaction yield, written as a fraction of the theoretical maximum amount of product (1.0 means a 100% yield; for example, 0.34 means a 34% yield). (1) The reactants are [NH2:1][C:2]1[C:3]([C:19]([O:21]C)=O)=[N:4][C:5]([C:8]2[CH:13]=[CH:12][C:11]([C:14](=[O:18])[N:15]([CH3:17])[CH3:16])=[CH:10][CH:9]=2)=[CH:6][N:7]=1.[NH2:23][NH2:24]. The catalyst is CCO. The product is [NH2:1][C:2]1[N:7]=[CH:6][C:5]([C:8]2[CH:9]=[CH:10][C:11]([C:14]([N:15]([CH3:16])[CH3:17])=[O:18])=[CH:12][CH:13]=2)=[N:4][C:3]=1[C:19]([NH:23][NH2:24])=[O:21]. The yield is 0.870. (2) The reactants are [C:1]([O:5][C:6](=[O:22])[NH:7][CH:8]1[C:14](=[O:15])[N:13]([CH3:16])[C:12]2[CH:17]=[CH:18][C:19](Br)=[CH:20][C:11]=2[CH2:10][CH2:9]1)([CH3:4])([CH3:3])[CH3:2].[Li+].CCC[CH2-].[F:28][C:29]([F:36])([F:35])[C:30](OCC)=[O:31]. The catalyst is C1COCC1. The product is [C:1]([O:5][C:6](=[O:22])[NH:7][CH:8]1[C:14](=[O:15])[N:13]([CH3:16])[C:12]2[CH:17]=[CH:18][C:19]([C:30](=[O:31])[C:29]([F:36])([F:35])[F:28])=[CH:20][C:11]=2[CH2:10][CH2:9]1)([CH3:4])([CH3:3])[CH3:2]. The yield is 0.230. (3) The reactants are [CH2:1]([O:8][C:9]1[CH:16]=[C:15]([F:17])[CH:14]=[CH:13][C:10]=1[CH2:11][OH:12])[C:2]1[CH:7]=[CH:6][CH:5]=[CH:4][CH:3]=1. The catalyst is C(Cl)(Cl)Cl.[O-2].[Mn+4].[O-2]. The product is [CH2:1]([O:8][C:9]1[CH:16]=[C:15]([F:17])[CH:14]=[CH:13][C:10]=1[CH:11]=[O:12])[C:2]1[CH:3]=[CH:4][CH:5]=[CH:6][CH:7]=1. The yield is 0.590. (4) The reactants are [C@@H:1]1([N:7]2[C:15](=[O:16])[C:14]3[C:9](=[CH:10][CH:11]=[CH:12][CH:13]=3)[C:8]2=[O:17])[CH2:6][CH2:5][CH2:4][CH:3]=[CH:2]1.C[N+]1([O-])CC[O:22]CC1.CC(C)=O.[OH2:30]. The catalyst is [Os](=O)(=O)(=O)=O. The product is [OH:30][C@@H:2]1[C@H:3]([OH:22])[CH2:4][CH2:5][CH2:6][C@H:1]1[N:7]1[C:15](=[O:16])[C:14]2[C:9](=[CH:10][CH:11]=[CH:12][CH:13]=2)[C:8]1=[O:17]. The yield is 0.950.